From a dataset of Reaction yield outcomes from USPTO patents with 853,638 reactions. Predict the reaction yield, written as a fraction of the theoretical maximum amount of product (1.0 means a 100% yield; for example, 0.34 means a 34% yield). The catalyst is CC(C)[O-].[Al+3].CC(C)[O-].CC(C)[O-]. The yield is 0.970. The product is [C:1]([C:5]1[CH:6]=[C:7]([CH:14]=[C:15]([C:18]([CH3:21])([CH3:20])[CH3:19])[C:16]=1[OH:17])[CH2:8][CH2:9][C:10]([O:12][CH2:13][CH2:22][CH2:23][CH2:24][CH2:25][CH2:26][CH2:27][CH3:28])=[O:11])([CH3:3])([CH3:4])[CH3:2]. The reactants are [C:1]([C:5]1[CH:6]=[C:7]([CH:14]=[C:15]([C:18]([CH3:21])([CH3:20])[CH3:19])[C:16]=1[OH:17])[CH2:8][CH2:9][C:10]([O:12][CH3:13])=[O:11])([CH3:4])([CH3:3])[CH3:2].[CH2:22](O)[CH2:23][CH2:24][CH2:25][CH2:26][CH:27](C)[CH3:28].